Dataset: Forward reaction prediction with 1.9M reactions from USPTO patents (1976-2016). Task: Predict the product of the given reaction. (1) Given the reactants C([O:4][C:5]1[CH:10]=[CH:9][C:8]([Cl:11])=[C:7]([CH2:12][N:13]([C:21]([O:23][C:24]([CH3:27])([CH3:26])[CH3:25])=[O:22])[C:14]([O:16][C:17]([CH3:20])([CH3:19])[CH3:18])=[O:15])[CH:6]=1)(=O)C.C(=O)([O-])[O-].[K+].[K+].[Cl-].[NH4+], predict the reaction product. The product is: [Cl:11][C:8]1[CH:9]=[CH:10][C:5]([OH:4])=[CH:6][C:7]=1[CH2:12][N:13]([C:21]([O:23][C:24]([CH3:25])([CH3:26])[CH3:27])=[O:22])[C:14]([O:16][C:17]([CH3:18])([CH3:19])[CH3:20])=[O:15]. (2) Given the reactants [NH2:1][CH:2]1[CH2:7][CH2:6][N:5]([C:8]([O:10][CH2:11][CH3:12])=[O:9])[CH2:4][CH2:3]1.[C:13](Cl)(Cl)=[O:14].Cl.[CH3:18][N:19]1[CH2:24][CH2:23][N:22]([C:25]2[CH:30]=[C:29]([C:31]3[CH:40]=[C:39]4[C:34]([CH2:35][CH2:36][NH:37][CH2:38]4)=[CH:33][CH:32]=3)[N:28]=[C:27]([NH2:41])[N:26]=2)[CH2:21][CH2:20]1, predict the reaction product. The product is: [NH2:41][C:27]1[N:28]=[C:29]([C:31]2[CH:40]=[C:39]3[C:34]([CH2:35][CH2:36][N:37]([C:13]([NH:1][CH:2]4[CH2:3][CH2:4][N:5]([C:8]([O:10][CH2:11][CH3:12])=[O:9])[CH2:6][CH2:7]4)=[O:14])[CH2:38]3)=[CH:33][CH:32]=2)[CH:30]=[C:25]([N:22]2[CH2:21][CH2:20][N:19]([CH3:18])[CH2:24][CH2:23]2)[N:26]=1. (3) Given the reactants [Cl:1][C:2]1[CH:10]=[CH:9][C:5]([C:6](Cl)=[O:7])=[CH:4][CH:3]=1.[Cl:11][C:12]1[CH:18]=[CH:17][C:15]([NH2:16])=[C:14]([CH3:19])[CH:13]=1.C(N(CC)CC)C.O, predict the reaction product. The product is: [Cl:1][C:2]1[CH:10]=[CH:9][C:5]([C:6]([NH:16][C:15]2[CH:17]=[CH:18][C:12]([Cl:11])=[CH:13][C:14]=2[CH3:19])=[O:7])=[CH:4][CH:3]=1.